From a dataset of Reaction yield outcomes from USPTO patents with 853,638 reactions. Predict the reaction yield, written as a fraction of the theoretical maximum amount of product (1.0 means a 100% yield; for example, 0.34 means a 34% yield). (1) The reactants are [C:1]([N:20]1[CH:24]=[C:23]([C:25]2[CH:30]=[CH:29][CH:28]=[CH:27][C:26]=2[OH:31])[N:22]=[CH:21]1)([C:14]1[CH:19]=[CH:18][CH:17]=[CH:16][CH:15]=1)([C:8]1[CH:13]=[CH:12][CH:11]=[CH:10][CH:9]=1)[C:2]1[CH:7]=[CH:6][CH:5]=[CH:4][CH:3]=1.[H-].[Na+].[O:34]1[C:38]2[CH:39]=[CH:40][CH:41]=[CH:42][C:37]=2[C:36]([C:43](=[O:46])[CH2:44]Br)=[CH:35]1. The catalyst is CN(C=O)C.O. The product is [O:34]1[C:38]2[CH:39]=[CH:40][CH:41]=[CH:42][C:37]=2[C:36]([C:43](=[O:46])[CH2:44][O:31][C:26]2[CH:27]=[CH:28][CH:29]=[CH:30][C:25]=2[C:23]2[N:22]=[CH:21][N:20]([C:1]([C:14]3[CH:19]=[CH:18][CH:17]=[CH:16][CH:15]=3)([C:2]3[CH:7]=[CH:6][CH:5]=[CH:4][CH:3]=3)[C:8]3[CH:9]=[CH:10][CH:11]=[CH:12][CH:13]=3)[CH:24]=2)=[CH:35]1. The yield is 0.600. (2) The reactants are [CH3:1][C:2]1[CH:7]=[C:6]([N+:8]([O-])=O)[C:5]([O:11][CH3:12])=[CH:4][C:3]=1[N:13]1[CH2:18][CH2:17][N:16]([S:19]([CH3:22])(=[O:21])=[O:20])[CH2:15][CH2:14]1. The catalyst is CCOC(C)=O.CO.C(Cl)Cl. The product is [CH3:1][C:2]1[C:3]([N:13]2[CH2:18][CH2:17][N:16]([S:19]([CH3:22])(=[O:20])=[O:21])[CH2:15][CH2:14]2)=[CH:4][C:5]([O:11][CH3:12])=[C:6]([CH:7]=1)[NH2:8]. The yield is 0.760. (3) The catalyst is C(#N)CC.CS(C)=O. The product is [O:17]=[C:7]1[NH:6][C:5]2[CH:4]=[C:3]([CH2:2][N:21]3[CH2:20][CH2:19][N:18]([C:24]4[CH:25]=[CH:26][C:27]([C:28]#[N:29])=[CH:30][CH:31]=4)[CH2:23][CH2:22]3)[CH:13]=[N:12][C:11]=2[N:10]2[CH2:14][CH2:15][CH2:16][CH:9]2[CH2:8]1. The reactants are O[CH2:2][C:3]1[CH:13]=[N:12][C:11]2[N:10]3[CH2:14][CH2:15][CH2:16][CH:9]3[CH2:8][C:7](=[O:17])[NH:6][C:5]=2[CH:4]=1.[N:18]1([C:24]2[CH:31]=[CH:30][C:27]([C:28]#[N:29])=[CH:26][CH:25]=2)[CH2:23][CH2:22][NH:21][CH2:20][CH2:19]1.[I-].C(C[P+](C)(C)C)#N.C(N(CC)C(C)C)(C)C. The yield is 0.721. (4) The reactants are [CH:1]([C:9]1[CH:16]=[C:13]([CH:14]=O)[C:12]([OH:17])=[CH:11][CH:10]=1)=[CH:2][C:3]1[CH:8]=[CH:7][CH:6]=[CH:5][CH:4]=1.[Cl:18][C:19]1[CH:20]=[C:21]([CH:30]=[CH:31][C:32]=1[Cl:33])[CH2:22][N:23]1[C:27](=[O:28])[CH2:26][S:25][C:24]1=[O:29].C([O-])(=O)C.[NH4+]. The catalyst is C(O)C. The product is [OH:17][C:12]1[CH:11]=[CH:10][C:9]([CH:1]=[CH:2][C:3]2[CH:8]=[CH:7][CH:6]=[CH:5][CH:4]=2)=[CH:16][C:13]=1[CH:14]=[C:26]1[S:25][C:24](=[O:29])[N:23]([CH2:22][C:21]2[CH:30]=[CH:31][C:32]([Cl:33])=[C:19]([Cl:18])[CH:20]=2)[C:27]1=[O:28]. The yield is 0.250.